Task: Predict the reactants needed to synthesize the given product.. Dataset: Full USPTO retrosynthesis dataset with 1.9M reactions from patents (1976-2016) (1) Given the product [C:45]([Si:32]([C:39]1[CH:44]=[CH:43][CH:42]=[CH:41][CH:40]=1)([C:33]1[CH:34]=[CH:35][CH:36]=[CH:37][CH:38]=1)[O:22][CH2:21][CH2:20][O:19][C:15]1[C:14]([CH3:23])=[CH:13][C:12]([C:8]2[NH:7][C:6](=[O:24])[C:5]3[C:10](=[CH:11][C:2]([F:1])=[CH:3][C:4]=3[O:25][CH3:26])[N:9]=2)=[CH:17][C:16]=1[CH3:18])([CH3:48])([CH3:46])[CH3:47], predict the reactants needed to synthesize it. The reactants are: [F:1][C:2]1[CH:11]=[C:10]2[C:5]([C:6](=[O:24])[NH:7][C:8]([C:12]3[CH:17]=[C:16]([CH3:18])[C:15]([O:19][CH2:20][CH2:21][OH:22])=[C:14]([CH3:23])[CH:13]=3)=[N:9]2)=[C:4]([O:25][CH3:26])[CH:3]=1.N1C=CN=C1.[Si:32](Cl)([C:45]([CH3:48])([CH3:47])[CH3:46])([C:39]1[CH:44]=[CH:43][CH:42]=[CH:41][CH:40]=1)[C:33]1[CH:38]=[CH:37][CH:36]=[CH:35][CH:34]=1.[NH4+].[Cl-]. (2) The reactants are: [N:1]([C:4]1[CH:5]=[C:6]([CH:27]=[CH:28][C:29]=1[CH3:30])[C:7]([NH:9][C:10]1[CH:15]=[C:14]([C:16]([CH3:19])([CH3:18])[CH3:17])[CH:13]=[C:12]([NH:20][S:21]([CH3:24])(=[O:23])=[O:22])[C:11]=1[O:25][CH3:26])=[O:8])=[N+:2]=[N-:3].[C:31]([S:35][C:36]1[N:37]([CH3:43])[C:38]([C:41]#[CH:42])=[CH:39][N:40]=1)([CH3:34])([CH3:33])[CH3:32]. Given the product [C:16]([C:14]1[CH:13]=[C:12]([NH:20][S:21]([CH3:24])(=[O:22])=[O:23])[C:11]([O:25][CH3:26])=[C:10]([NH:9][C:7](=[O:8])[C:6]2[CH:27]=[CH:28][C:29]([CH3:30])=[C:4]([N:1]3[CH:42]=[C:41]([C:38]4[N:37]([CH3:43])[C:36]([S:35][C:31]([CH3:33])([CH3:32])[CH3:34])=[N:40][CH:39]=4)[N:3]=[N:2]3)[CH:5]=2)[CH:15]=1)([CH3:18])([CH3:19])[CH3:17], predict the reactants needed to synthesize it. (3) Given the product [F:1][C:2]1[C:3]([OH:10])=[C:4](/[CH:5]=[C:23]2/[C:21](=[O:22])[N:20]=[C:18]([N:11]3[CH2:16][CH2:15][CH2:14][CH2:13][CH2:12]3)[S:17]/2)[CH:7]=[CH:8][CH:9]=1, predict the reactants needed to synthesize it. The reactants are: [F:1][C:2]1[C:3]([OH:10])=[C:4]([CH:7]=[CH:8][CH:9]=1)[CH:5]=O.[NH:11]1[CH2:16][CH2:15][CH2:14][CH2:13][CH2:12]1.[S:17]1[CH2:23][C:21](=[O:22])[NH:20][C:18]1=S.